This data is from Reaction yield outcomes from USPTO patents with 853,638 reactions. The task is: Predict the reaction yield, written as a fraction of the theoretical maximum amount of product (1.0 means a 100% yield; for example, 0.34 means a 34% yield). (1) The reactants are [CH2:1]([O:3][C:4]([C:6]1[NH:7][CH:8]=[CH:9][CH:10]=1)=[O:5])[CH3:2].[Cl-].[Al+3].[Cl-].[Cl-].[Cl:15][C:16]1[CH:21]=[CH:20][C:19]([CH2:22][C:23](Cl)=[O:24])=[CH:18][CH:17]=1.C(O)C(N)(CO)CO. The catalyst is ClC(Cl)C. The product is [CH2:1]([O:3][C:4]([C:6]1[NH:7][CH:8]=[C:9]([C:23](=[O:24])[CH2:22][C:19]2[CH:20]=[CH:21][C:16]([Cl:15])=[CH:17][CH:18]=2)[CH:10]=1)=[O:5])[CH3:2]. The yield is 0.484. (2) The reactants are [CH3:1][C:2]1[CH:7]=[C:6]([O:8][C:9]2[CH:14]=[N:13][CH:12]=[CH:11][N:10]=2)[CH:5]=[C:4]([CH3:15])[C:3]=1[C:16]1[N:17]=[C:18]([NH2:21])[S:19][CH:20]=1.C(N(CC)CC)C.Cl.[C:30](Cl)(=[O:37])[C:31]1[CH:36]=[CH:35][N:34]=[CH:33][CH:32]=1. The catalyst is C1COCC1. The product is [CH3:15][C:4]1[CH:5]=[C:6]([O:8][C:9]2[CH:14]=[N:13][CH:12]=[CH:11][N:10]=2)[CH:7]=[C:2]([CH3:1])[C:3]=1[C:16]1[N:17]=[C:18]([NH:21][C:30](=[O:37])[C:31]2[CH:36]=[CH:35][N:34]=[CH:33][CH:32]=2)[S:19][CH:20]=1. The yield is 0.250.